From a dataset of Forward reaction prediction with 1.9M reactions from USPTO patents (1976-2016). Predict the product of the given reaction. (1) Given the reactants [CH3:1][C:2]1[C:7]([CH3:8])=[CH:6][CH:5]=[CH:4][C:3]=1[N:9]1[CH2:14][CH2:13][NH:12][CH2:11][CH2:10]1.Br[CH2:16][CH2:17][CH2:18][CH2:19][CH2:20][C:21]([N:23]1[CH2:31][C:30]2[C:25](=[CH:26][CH:27]=[CH:28][CH:29]=2)[CH2:24]1)=[O:22], predict the reaction product. The product is: [CH2:24]1[C:25]2[C:30](=[CH:29][CH:28]=[CH:27][CH:26]=2)[CH2:31][N:23]1[C:21](=[O:22])[CH2:20][CH2:19][CH2:18][CH2:17][CH2:16][N:12]1[CH2:11][CH2:10][N:9]([C:3]2[CH:4]=[CH:5][CH:6]=[C:7]([CH3:8])[C:2]=2[CH3:1])[CH2:14][CH2:13]1. (2) Given the reactants [NH2:1][CH2:2][C@H:3]1[CH2:8][N:7]([S:9]([C:12]2[S:13][CH:14]=[CH:15][CH:16]=2)(=[O:11])=[O:10])[CH2:6][CH2:5][N:4]1[C:17]1[CH:22]=[CH:21][C:20]([C:23]([OH:29])([CH3:28])[C:24]([F:27])([F:26])[F:25])=[CH:19][CH:18]=1.[O:30]1[CH2:33][C:32](=O)[CH2:31]1.C(O)(=O)C.C(O[BH-](OC(=O)C)OC(=O)C)(=O)C.[Na+], predict the reaction product. The product is: [F:25][C:24]([F:26])([F:27])[C:23]([C:20]1[CH:19]=[CH:18][C:17]([N:4]2[CH2:5][CH2:6][N:7]([S:9]([C:12]3[S:13][CH:14]=[CH:15][CH:16]=3)(=[O:10])=[O:11])[CH2:8][C@@H:3]2[CH2:2][NH:1][CH:32]2[CH2:33][O:30][CH2:31]2)=[CH:22][CH:21]=1)([OH:29])[CH3:28].